This data is from Reaction yield outcomes from USPTO patents with 853,638 reactions. The task is: Predict the reaction yield, written as a fraction of the theoretical maximum amount of product (1.0 means a 100% yield; for example, 0.34 means a 34% yield). (1) The reactants are [NH2:1][C:2]1[CH:7]=[CH:6][C:5]([CH2:8][C:9]([O:11][C:12]([CH3:15])([CH3:14])[CH3:13])=[O:10])=[CH:4][C:3]=1[CH3:16].CCN(CC)CC.[F:24][C:25]1[CH:30]=[CH:29][CH:28]=[CH:27][C:26]=1[N:31]=[C:32]=[O:33]. The catalyst is C1COCC1. The product is [F:24][C:25]1[CH:30]=[CH:29][CH:28]=[CH:27][C:26]=1[NH:31][C:32](=[O:33])[NH:1][C:2]1[CH:7]=[CH:6][C:5]([CH2:8][C:9]([O:11][C:12]([CH3:13])([CH3:15])[CH3:14])=[O:10])=[CH:4][C:3]=1[CH3:16]. The yield is 0.740. (2) The reactants are [CH2:1]([O:8][C:9]1[C:21](=[O:22])[N:13]2[CH2:14][CH:15]3[CH2:20][CH2:19][N:18]([C:12]2=[N:11][C:10]=1[C:23]([O:25]CC)=[O:24])[CH2:17][CH2:16]3)[C:2]1[CH:7]=[CH:6][CH:5]=[CH:4][CH:3]=1.O[Li].O.Cl. The catalyst is C(O)C.O. The product is [CH2:1]([O:8][C:9]1[C:21](=[O:22])[N:13]2[CH2:14][CH:15]3[CH2:16][CH2:17][N:18]([C:12]2=[N:11][C:10]=1[C:23]([OH:25])=[O:24])[CH2:19][CH2:20]3)[C:2]1[CH:3]=[CH:4][CH:5]=[CH:6][CH:7]=1. The yield is 0.890.